From a dataset of Reaction yield outcomes from USPTO patents with 853,638 reactions. Predict the reaction yield, written as a fraction of the theoretical maximum amount of product (1.0 means a 100% yield; for example, 0.34 means a 34% yield). The reactants are [F:1][C:2]1[CH:10]=[CH:9][C:5]2[S:6][CH:7]=[CH:8][C:4]=2[CH:3]=1.CN(CCN(C)C)C.[Li]CCCC.[CH3:24][N:25]([CH2:27][CH:28]1[CH2:34][CH:33]2[CH2:35][CH:30]([CH2:31][CH2:32]2)[C:29]1=[O:36])[CH3:26]. The catalyst is C1COCC1. The product is [CH3:26][N:25]([CH2:27][CH:28]1[CH2:34][CH:33]2[CH2:35][CH:30]([CH2:31][CH2:32]2)[C:29]1([C:7]1[S:6][C:5]2[CH:9]=[CH:10][C:2]([F:1])=[CH:3][C:4]=2[CH:8]=1)[OH:36])[CH3:24]. The yield is 0.630.